Dataset: Catalyst prediction with 721,799 reactions and 888 catalyst types from USPTO. Task: Predict which catalyst facilitates the given reaction. (1) Reactant: [F:1][C:2]1[CH:3]=[C:4]([CH:10]2[CH2:14][CH2:13][CH2:12][C:11]2=[O:15])[CH:5]=[C:6]([F:9])[C:7]=1[F:8].[C:16](Cl)([N:18]=[C:19]=[O:20])=[O:17]. Product: [F:1][C:2]1[CH:3]=[C:4]([CH:10]2[C:11]3[O:15][C:19](=[O:20])[NH:18][C:16](=[O:17])[C:12]=3[CH2:13][CH2:14]2)[CH:5]=[C:6]([F:9])[C:7]=1[F:8]. The catalyst class is: 13. (2) Reactant: [F:1][C:2]1[CH:7]=[CH:6][C:5]([CH2:8][CH2:9][NH2:10])=[CH:4][CH:3]=1.[F:11][C:12]([F:22])([F:21])[C:13]1[CH:20]=[CH:19][C:16]([CH:17]=O)=[CH:15][CH:14]=1.[BH4-].[Na+]. Product: [F:1][C:2]1[CH:7]=[CH:6][C:5]([CH2:8][CH2:9][NH:10][CH2:17][C:16]2[CH:15]=[CH:14][C:13]([C:12]([F:11])([F:21])[F:22])=[CH:20][CH:19]=2)=[CH:4][CH:3]=1. The catalyst class is: 5. (3) Reactant: F[C:2]1[CH:7]=[C:6]([CH2:8][CH2:9][CH:10]=[CH2:11])[CH:5]=[C:4](F)[CH:3]=1.[CH2:13]([Li])[CH2:14][CH2:15][CH3:16].II. Product: [C:6]1([C:8]#[C:9][C:10]2[CH:11]=[CH:16][CH:15]=[CH:14][CH:13]=2)[CH:5]=[CH:4][CH:3]=[CH:2][CH:7]=1. The catalyst class is: 392. (4) Reactant: [CH2:1]([O:3][C:4]1[CH:5]=[C:6]([CH:9]=[CH:10][C:11]=1[O:12][CH3:13])[CH:7]=[O:8])[CH3:2].[N+:14]([O-])([OH:16])=[O:15]. Product: [CH2:1]([O:3][C:4]1[CH:5]=[C:6]([CH:9]=[C:10]([N+:14]([O-:16])=[O:15])[C:11]=1[O:12][CH3:13])[CH:7]=[O:8])[CH3:2]. The catalyst class is: 27. (5) Reactant: CON(C)[C:4]([CH:6]1[CH2:8][CH:7]1[C:9]1[CH:14]=[CH:13][C:12]([Cl:15])=[CH:11][CH:10]=1)=[O:5].[OH2:17].[OH-].[Na+]. Product: [Cl:15][C:12]1[CH:13]=[CH:14][C:9]([CH:7]2[CH2:8][CH:6]2[C:4]([OH:17])=[O:5])=[CH:10][CH:11]=1. The catalyst class is: 5. (6) The catalyst class is: 121. Reactant: [Cl:1][C:2]1[CH:10]=[C:9]([NH:11][C:12]2[N:22]=[C:21]3[C:15]([N:16]([CH3:29])[C:17](=[O:28])[CH2:18][CH2:19][N:20]3[CH:23]3[CH2:27][CH2:26][CH2:25][CH2:24]3)=[CH:14][N:13]=2)[C:8]([O:30][CH3:31])=[CH:7][C:3]=1[C:4]([OH:6])=O.Cl.Cl.[CH3:34][N:35]1[CH2:39][CH2:38][C@@H:37]([NH2:40])[CH2:36]1.CN(C(ON1N=NC2C=CC=NC1=2)=[N+](C)C)C.F[P-](F)(F)(F)(F)F.CCN(C(C)C)C(C)C. Product: [Cl:1][C:2]1[CH:10]=[C:9]([NH:11][C:12]2[N:22]=[C:21]3[C:15]([N:16]([CH3:29])[C:17](=[O:28])[CH2:18][CH2:19][N:20]3[CH:23]3[CH2:27][CH2:26][CH2:25][CH2:24]3)=[CH:14][N:13]=2)[C:8]([O:30][CH3:31])=[CH:7][C:3]=1[C:4]([NH:40][C@@H:37]1[CH2:38][CH2:39][N:35]([CH3:34])[CH2:36]1)=[O:6].